The task is: Predict the reactants needed to synthesize the given product.. This data is from Full USPTO retrosynthesis dataset with 1.9M reactions from patents (1976-2016). (1) Given the product [OH:8][C@H:9]1[CH2:13][CH2:12][N:11]([CH2:14][C@H:15]([C:31]2[CH:32]=[C:33]([CH:42]=[CH:43][CH:44]=2)[C:34]([NH:36][CH2:37][C:38]([F:41])([F:40])[F:39])=[O:35])[N:16]([CH3:30])[C:17](=[O:29])[CH2:18][C:19]2[CH:27]=[C:26]3[C:22]([CH2:23][C:24](=[O:28])[NH:25]3)=[CH:21][CH:20]=2)[CH2:10]1, predict the reactants needed to synthesize it. The reactants are: [Si]([O:8][C@H:9]1[CH2:13][CH2:12][N:11]([CH2:14][C@H:15]([C:31]2[CH:32]=[C:33]([CH:42]=[CH:43][CH:44]=2)[C:34]([NH:36][CH2:37][C:38]([F:41])([F:40])[F:39])=[O:35])[N:16]([CH3:30])[C:17](=[O:29])[CH2:18][C:19]2[CH:27]=[C:26]3[C:22]([CH2:23][C:24](=[O:28])[NH:25]3)=[CH:21][CH:20]=2)[CH2:10]1)(C(C)(C)C)(C)C.Cl. (2) The reactants are: [F:1][CH:2]([F:12])[O:3][C:4]1[CH:11]=[CH:10][C:7]([CH:8]=O)=[CH:6][CH:5]=1.[NH2:13][C:14]1[N:15]=[N:16][C:17]([CH3:20])=[CH:18][CH:19]=1.C([O:23][C:24](=O)[C:25]([OH:37])=[CH:26][C:27]([C:29]1[CH:34]=[CH:33][C:32]([O:35][CH3:36])=[CH:31][CH:30]=1)=[O:28])C. Given the product [F:1][CH:2]([F:12])[O:3][C:4]1[CH:11]=[CH:10][C:7]([CH:8]2[N:13]([C:14]3[N:15]=[N:16][C:17]([CH3:20])=[CH:18][CH:19]=3)[C:24](=[O:23])[C:25]([OH:37])=[C:26]2[C:27](=[O:28])[C:29]2[CH:30]=[CH:31][C:32]([O:35][CH3:36])=[CH:33][CH:34]=2)=[CH:6][CH:5]=1, predict the reactants needed to synthesize it. (3) The reactants are: [F:1][C:2]([F:28])([F:27])[C:3]1[CH:8]=[CH:7][C:6]([C:9]2[N:14]=[CH:13][N:12]=[C:11]([O:15][C:16]3[CH:17]=[CH:18][CH:19]=[C:20]4[C:25]=3[N:24]=[C:23]([NH2:26])[CH:22]=[N:21]4)[CH:10]=2)=[CH:5][CH:4]=1.[C:29](OC(=O)C)(=[O:31])[CH3:30]. Given the product [F:28][C:2]([F:27])([F:1])[C:3]1[CH:8]=[CH:7][C:6]([C:9]2[N:14]=[CH:13][N:12]=[C:11]([O:15][C:16]3[CH:17]=[CH:18][CH:19]=[C:20]4[C:25]=3[N:24]=[C:23]([NH:26][C:29](=[O:31])[CH3:30])[CH:22]=[N:21]4)[CH:10]=2)=[CH:5][CH:4]=1, predict the reactants needed to synthesize it. (4) Given the product [Br:1][C:2]1[CH:3]=[C:4]2[C:5](=[C:6]([CH:7]=[O:8])[CH:9]=1)[O:10][C:11]([CH3:15])([CH3:12])[CH:13]=[CH:14]2, predict the reactants needed to synthesize it. The reactants are: [Br:1][C:2]1[CH:3]=[CH:4][C:5]([O:10][C:11]([CH3:15])([C:13]#[CH:14])[CH3:12])=[C:6]([CH:9]=1)[CH:7]=[O:8]. (5) Given the product [C:38]([C:37]1[CH:41]=[CH:42][C:34]([CH:33]=[O:43])=[CH:35][CH:36]=1)([OH:40])=[O:39], predict the reactants needed to synthesize it. The reactants are: CC1C=CC(C(O)=O)=CC=1.C(ON1C(=O)C2=CC=CC=C2C1=O)(=O)C1C=CC=CC=1.O=O.[C:33](O)(=[O:43])[C:34]1[CH:42]=[CH:41][C:37]([C:38]([OH:40])=[O:39])=[CH:36][CH:35]=1. (6) The reactants are: C[O:2][C:3](=[O:12])[C:4]1[CH:9]=[CH:8][C:7]([CH2:10]Br)=[CH:6][CH:5]=1.[N:13]1[CH:18]=[CH:17][CH:16]=[C:15]([C@@H:19]2[C@:21]3([C:29]4[C:24](=[CH:25][CH:26]=[CH:27][CH:28]=4)[NH:23][C:22]3=[O:30])[CH2:20]2)[CH:14]=1. Given the product [O:30]=[C:22]1[C@:21]2([CH2:20][C@@H:19]2[C:15]2[CH:14]=[N:13][CH:18]=[CH:17][CH:16]=2)[C:29]2[C:24](=[CH:25][CH:26]=[CH:27][CH:28]=2)[N:23]1[CH2:10][C:7]1[CH:8]=[CH:9][C:4]([C:3]([OH:2])=[O:12])=[CH:5][CH:6]=1, predict the reactants needed to synthesize it.